The task is: Predict the reaction yield, written as a fraction of the theoretical maximum amount of product (1.0 means a 100% yield; for example, 0.34 means a 34% yield).. This data is from Reaction yield outcomes from USPTO patents with 853,638 reactions. (1) The reactants are [C:1]([CH:5]1[CH2:10][CH2:9][CH:8]([O:11][C:12]2[CH:13]=[C:14]3[C:18](=[CH:19][CH:20]=2)[NH:17][CH2:16][CH2:15]3)[CH2:7][CH2:6]1)([CH3:4])([CH3:3])[CH3:2].C1C=C2N=NN(O)C2=CC=1.O.[C:32]([O:36][C:37](=[O:51])[CH2:38][CH:39]([NH:43][C:44]([O:46][C:47]([CH3:50])([CH3:49])[CH3:48])=[O:45])[C:40](O)=[O:41])([CH3:35])([CH3:34])[CH3:33].Cl.CN(C)CCCN=C=NCC. The catalyst is CN(C)C=O.CCOCC. The product is [C:32]([O:36][C:37](=[O:51])[CH2:38][CH:39]([NH:43][C:44]([O:46][C:47]([CH3:50])([CH3:49])[CH3:48])=[O:45])[C:40]([N:17]1[C:18]2[C:14](=[CH:13][C:12]([O:11][C@H:8]3[CH2:9][CH2:10][C@H:5]([C:1]([CH3:4])([CH3:2])[CH3:3])[CH2:6][CH2:7]3)=[CH:20][CH:19]=2)[CH2:15][CH2:16]1)=[O:41])([CH3:35])([CH3:34])[CH3:33]. The yield is 1.00. (2) The reactants are [F:8][C:7]([F:10])([F:9])[C:6](O[C:6](=[O:11])[C:7]([F:10])([F:9])[F:8])=[O:11].[C:14]([C:16]1[CH:28]=[CH:27][C:19]([CH2:20][CH:21]2[CH2:26][CH2:25][NH:24][CH2:23][CH2:22]2)=[CH:18][CH:17]=1)#[N:15]. The catalyst is ClCCl. The product is [F:10][C:7]([F:8])([F:9])[C:6]([N:24]1[CH2:23][CH2:22][CH:21]([CH2:20][C:19]2[CH:18]=[CH:17][C:16]([C:14]#[N:15])=[CH:28][CH:27]=2)[CH2:26][CH2:25]1)=[O:11]. The yield is 1.00. (3) The reactants are [NH2:1][C:2]1[CH:9]=[C:8]([F:10])[CH:7]=[CH:6][C:3]=1[C:4]#[N:5].Br.Br[CH:13]([C:15]1[CH:16]=[C:17]([C:32]([N:34]([CH3:36])[CH3:35])=[O:33])[CH:18]=[C:19]2[C:24]=1[O:23][C:22]([N:25]1[CH2:30][CH2:29][O:28][CH2:27][CH2:26]1)=[CH:21][C:20]2=[O:31])[CH3:14]. No catalyst specified. The product is [C:4]([C:3]1[CH:6]=[CH:7][C:8]([F:10])=[CH:9][C:2]=1[NH:1][CH:13]([C:15]1[CH:16]=[C:17]([C:32]([N:34]([CH3:36])[CH3:35])=[O:33])[CH:18]=[C:19]2[C:24]=1[O:23][C:22]([N:25]1[CH2:30][CH2:29][O:28][CH2:27][CH2:26]1)=[CH:21][C:20]2=[O:31])[CH3:14])#[N:5]. The yield is 0.420. (4) The reactants are C(OCCCC)CCC.[C:10]1([Li])[CH:15]=[CH:14][CH:13]=[CH:12][CH:11]=1.C(OCC)C.[CH3:22][C:23]1[C:28]([C:29]2[CH:34]=[CH:33][CH:32]=[CH:31][CH:30]=2)=[N:27][CH:26]=[CH:25][N:24]=1. The catalyst is O. The product is [CH3:22][C:23]1[C:28]([C:29]2[CH:30]=[CH:31][CH:32]=[CH:33][CH:34]=2)=[N:27][CH:26]=[C:25]([C:10]2[CH:15]=[CH:14][CH:13]=[CH:12][CH:11]=2)[N:24]=1. The yield is 0.120. (5) The reactants are [I-].[CH3:2][S+](C)(C)=O.[H-].[Na+].[N:9]12[CH2:16][CH2:15][CH:12]([CH2:13][CH2:14]1)[C:11](=[O:17])[CH2:10]2.O. The catalyst is CS(C)=O. The product is [O:17]1[CH2:2][C:11]21[CH:12]1[CH2:15][CH2:16][N:9]([CH2:14][CH2:13]1)[CH2:10]2. The yield is 0.830. (6) The reactants are [Br:1][C:2]1[CH:7]=[CH:6][C:5](/[CH:8]=[CH:9]/[CH2:10][OH:11])=[CH:4][CH:3]=1.[Cr](O[Cr]([O-])(=O)=O)([O-])(=O)=O.[NH+]1C=CC=CC=1.[NH+]1C=CC=CC=1.CCCCCC. The catalyst is ClCCl. The product is [Br:1][C:2]1[CH:3]=[CH:4][C:5](/[CH:8]=[CH:9]/[CH:10]=[O:11])=[CH:6][CH:7]=1. The yield is 0.670. (7) The reactants are [N:1]12[CH2:8][CH2:7][C:4]([C:9]([C:17]3[CH:22]=[CH:21][CH:20]=[CH:19][CH:18]=3)([C:11]3[CH:16]=[CH:15][CH:14]=[CH:13][CH:12]=3)[OH:10])([CH2:5][CH2:6]1)[CH2:3][CH2:2]2.[Br:23][CH2:24][CH2:25][O:26][CH2:27][C:28]1[CH:33]=[CH:32][CH:31]=[C:30]([O:34][CH3:35])[CH:29]=1. The catalyst is CC#N. The product is [Br-:23].[OH:10][C:9]([C:17]1[CH:22]=[CH:21][CH:20]=[CH:19][CH:18]=1)([C:11]1[CH:12]=[CH:13][CH:14]=[CH:15][CH:16]=1)[C:4]12[CH2:5][CH2:6][N+:1]([CH2:24][CH2:25][O:26][CH2:27][C:28]3[CH:33]=[CH:32][CH:31]=[C:30]([O:34][CH3:35])[CH:29]=3)([CH2:2][CH2:3]1)[CH2:8][CH2:7]2. The yield is 0.140. (8) The reactants are [Cl:1][C:2]1[N:11]=[C:10](Cl)[C:9]2[C:4](=[CH:5][C:6]([O:15][CH3:16])=[C:7]([O:13][CH3:14])[CH:8]=2)[N:3]=1.CCN(CC)CC.[CH2:24]([NH2:31])[C:25]1[CH:30]=[CH:29][CH:28]=[CH:27][CH:26]=1. The catalyst is C1COCC1. The product is [CH2:24]([NH:31][C:10]1[C:9]2[C:4](=[CH:5][C:6]([O:15][CH3:16])=[C:7]([O:13][CH3:14])[CH:8]=2)[N:3]=[C:2]([Cl:1])[N:11]=1)[C:25]1[CH:30]=[CH:29][CH:28]=[CH:27][CH:26]=1. The yield is 0.720. (9) The yield is 0.800. The reactants are [CH2:1]([N:8]1[C:21](=[O:22])[C:20]2[C:15](=[CH:16][CH:17]=[CH:18][CH:19]=2)[C:14]2[CH:13]=[C:12]([C:23]#N)[CH:11]=[CH:10][C:9]1=2)[C:2]1[CH:7]=[CH:6][CH:5]=[CH:4][CH:3]=1.C(O)=[O:26]. The product is [CH2:1]([N:8]1[C:21](=[O:22])[C:20]2[C:15](=[CH:16][CH:17]=[CH:18][CH:19]=2)[C:14]2[CH:13]=[C:12]([CH:23]=[O:26])[CH:11]=[CH:10][C:9]1=2)[C:2]1[CH:7]=[CH:6][CH:5]=[CH:4][CH:3]=1. The catalyst is [Ni].